This data is from Peptide-MHC class I binding affinity with 185,985 pairs from IEDB/IMGT. The task is: Regression. Given a peptide amino acid sequence and an MHC pseudo amino acid sequence, predict their binding affinity value. This is MHC class I binding data. (1) The MHC is HLA-A23:01 with pseudo-sequence HLA-A23:01. The binding affinity (normalized) is 0.834. The peptide sequence is YYQIRDMPW. (2) The peptide sequence is LFWAVKPKI. The MHC is HLA-A29:02 with pseudo-sequence HLA-A29:02. The binding affinity (normalized) is 0.155. (3) The peptide sequence is HAEQGLIQY. The MHC is HLA-A23:01 with pseudo-sequence HLA-A23:01. The binding affinity (normalized) is 0.0847. (4) The peptide sequence is DFIRRKYLIY. The MHC is HLA-A03:01 with pseudo-sequence HLA-A03:01. The binding affinity (normalized) is 0.162. (5) The peptide sequence is GIPLYDAI. The MHC is Mamu-A01 with pseudo-sequence Mamu-A01. The binding affinity (normalized) is 0.0533.